This data is from Catalyst prediction with 721,799 reactions and 888 catalyst types from USPTO. The task is: Predict which catalyst facilitates the given reaction. (1) Reactant: [C:1]([C:3]1[CH:8]=[CH:7][C:6]([C:9]2([F:33])[CH2:14][CH2:13][N:12]([C:15]([C:17]3[C:18]([CH2:31][CH3:32])=[CH:19][C:20]([CH:27]4[CH2:30][CH2:29][CH2:28]4)=[C:21]([CH:26]=3)[C:22](OC)=[O:23])=[O:16])[CH2:11][CH2:10]2)=[CH:5][CH:4]=1)#[N:2].O.[NH2:35][NH2:36]. Product: [C:1]([C:3]1[CH:8]=[CH:7][C:6]([C:9]2([F:33])[CH2:14][CH2:13][N:12]([C:15]([C:17]3[C:18]([CH2:31][CH3:32])=[CH:19][C:20]([CH:27]4[CH2:30][CH2:29][CH2:28]4)=[C:21]([CH:26]=3)[C:22]([NH:35][NH2:36])=[O:23])=[O:16])[CH2:11][CH2:10]2)=[CH:5][CH:4]=1)#[N:2]. The catalyst class is: 8. (2) Reactant: [Br:1][C:2]1[C:3]([O:12][CH3:13])=[C:4]([O:10][CH3:11])[CH:5]=[C:6]([CH:9]=1)[CH:7]=[O:8].[F:14][C:15]1[CH:20]=[CH:19][C:18]([Mg]Br)=[CH:17][CH:16]=1. Product: [Br:1][C:2]1[CH:9]=[C:6]([CH:7]([C:18]2[CH:19]=[CH:20][C:15]([F:14])=[CH:16][CH:17]=2)[OH:8])[CH:5]=[C:4]([O:10][CH3:11])[C:3]=1[O:12][CH3:13]. The catalyst class is: 1. (3) Reactant: [CH:1]([NH:3][NH2:4])=O.Cl.C(N(CC)CC)C.C1(C)C(C)=CC=CC=1.Cl[C:22]1[N:27]=[N:26][C:25]([CH3:28])=[C:24]([C:29]2[CH:34]=[CH:33][C:32]([O:35][CH3:36])=[CH:31][CH:30]=2)[CH:23]=1. Product: [CH3:36][O:35][C:32]1[CH:33]=[CH:34][C:29]([C:24]2[C:25]([CH3:28])=[N:26][N:27]3[CH:22]=[N:4][N:3]=[C:1]3[CH:23]=2)=[CH:30][CH:31]=1. The catalyst class is: 6. (4) Reactant: [C:1]([C:5]1[CH:6]=[C:7]([C:15]2[N:19]([S:20]([N:23]3[CH2:28][CH2:27][CH2:26][CH2:25][CH2:24]3)(=[O:22])=[O:21])[C:18]([CH3:29])=[C:17](C(O)=O)[CH:16]=2)[CH:8]=[C:9]([C:11]([CH3:14])([CH3:13])[CH3:12])[CH:10]=1)([CH3:4])([CH3:3])[CH3:2]. Product: [C:1]([C:5]1[CH:6]=[C:7]([C:15]2[N:19]([S:20]([N:23]3[CH2:24][CH2:25][CH2:26][CH2:27][CH2:28]3)(=[O:21])=[O:22])[C:18]([CH3:29])=[CH:17][CH:16]=2)[CH:8]=[C:9]([C:11]([CH3:13])([CH3:14])[CH3:12])[CH:10]=1)([CH3:2])([CH3:3])[CH3:4]. The catalyst class is: 67.